Dataset: Full USPTO retrosynthesis dataset with 1.9M reactions from patents (1976-2016). Task: Predict the reactants needed to synthesize the given product. (1) Given the product [CH:26]1([C:24]2[N:23]([CH2:29][CH3:30])[C:22]3[CH:31]=[C:18]([N:11]4[CH:12]=[CH:13][C:8]([O:7][CH2:6][C:5]5[CH:15]=[CH:16][C:2]([F:1])=[CH:3][CH:4]=5)=[CH:9][C:10]4=[O:14])[CH:19]=[CH:20][C:21]=3[N:25]=2)[CH2:28][CH2:27]1, predict the reactants needed to synthesize it. The reactants are: [F:1][C:2]1[CH:16]=[CH:15][C:5]([CH2:6][O:7][C:8]2[CH:13]=[CH:12][NH:11][C:10](=[O:14])[CH:9]=2)=[CH:4][CH:3]=1.Br[C:18]1[CH:19]=[CH:20][C:21]2[N:25]=[C:24]([CH:26]3[CH2:28][CH2:27]3)[N:23]([CH2:29][CH3:30])[C:22]=2[CH:31]=1.CNCCNC.C(=O)([O-])[O-].[K+].[K+]. (2) Given the product [CH3:28][O:27][C:20]1[N:19]=[C:18]([N:7]2[CH:8]=[C:4]([CH3:3])[N:5]=[C:6]2[CH2:9][CH2:10][CH3:11])[C:23]([N+:24]([O-:26])=[O:25])=[CH:22][CH:21]=1, predict the reactants needed to synthesize it. The reactants are: [OH-].[K+].[CH3:3][C:4]1[N:5]=[C:6]([CH2:9][CH2:10][CH3:11])[NH:7][CH:8]=1.CN(C)C=O.Cl[C:18]1[C:23]([N+:24]([O-:26])=[O:25])=[CH:22][CH:21]=[C:20]([O:27][CH3:28])[N:19]=1. (3) The reactants are: O(C([NH:8][C@@H:9]([C@H:18]([C:20]1[CH:25]=[CH:24][C:23]([F:26])=[CH:22][CH:21]=1)[CH3:19])[C:10]([N:12]1[CH2:16][CH2:15][C@H:14]([F:17])[CH2:13]1)=[O:11])=O)C(C)(C)C.[F:27][C:28]([F:33])([F:32])[C:29]([OH:31])=[O:30]. Given the product [F:27][C:28]([F:33])([F:32])[C:29]([OH:31])=[O:30].[NH2:8][C@@H:9]([C@H:18]([C:20]1[CH:21]=[CH:22][C:23]([F:26])=[CH:24][CH:25]=1)[CH3:19])[C:10]([N:12]1[CH2:16][CH2:15][C@H:14]([F:17])[CH2:13]1)=[O:11], predict the reactants needed to synthesize it. (4) Given the product [CH3:1][O:2][C:3]1[CH:4]=[C:5]2[C:10](=[CH:11][C:12]=1[O:13][CH3:14])[N:9]=[CH:8][CH:7]=[C:6]2[O:15][C:16]1[CH:22]=[CH:21][C:19]([NH:20][C:26](=[O:28])[O:42][CH:39]([CH2:40][CH3:41])[CH2:38][CH3:37])=[C:18]([CH3:23])[C:17]=1[CH3:24], predict the reactants needed to synthesize it. The reactants are: [CH3:1][O:2][C:3]1[CH:4]=[C:5]2[C:10](=[CH:11][C:12]=1[O:13][CH3:14])[N:9]=[CH:8][CH:7]=[C:6]2[O:15][C:16]1[CH:22]=[CH:21][C:19]([NH2:20])=[C:18]([CH3:23])[C:17]=1[CH3:24].Cl[C:26](Cl)([O:28]C(=O)OC(Cl)(Cl)Cl)Cl.[CH3:37][CH2:38][CH:39]([OH:42])[CH2:40][CH3:41].C(=O)(O)[O-].[Na+].